Dataset: Peptide-MHC class I binding affinity with 185,985 pairs from IEDB/IMGT. Task: Regression. Given a peptide amino acid sequence and an MHC pseudo amino acid sequence, predict their binding affinity value. This is MHC class I binding data. The binding affinity (normalized) is 0.0250. The peptide sequence is IIFNGIKL. The MHC is H-2-Db with pseudo-sequence H-2-Db.